Dataset: Catalyst prediction with 721,799 reactions and 888 catalyst types from USPTO. Task: Predict which catalyst facilitates the given reaction. (1) Reactant: [OH:1][C@H:2]([C@H:10]1[O:15][CH2:14][CH2:13][N:12]([C:16]2[CH:21]=[CH:20][CH:19]=[C:18]([C:22]([F:25])([F:24])[F:23])[N:17]=2)[C:11]1=[O:26])[C:3]([O:5][C:6]([CH3:9])([CH3:8])[CH3:7])=[O:4].[Li+].[CH3:28]C([N-]C(C)C)C.CI. Product: [OH:1][C@H:2]([C@@:10]1([CH3:28])[O:15][CH2:14][CH2:13][N:12]([C:16]2[CH:21]=[CH:20][CH:19]=[C:18]([C:22]([F:23])([F:25])[F:24])[N:17]=2)[C:11]1=[O:26])[C:3]([O:5][C:6]([CH3:8])([CH3:7])[CH3:9])=[O:4]. The catalyst class is: 1. (2) The catalyst class is: 26. Product: [CH2:17]([O:16][C:15]1[C:8]([O:7][CH2:5][CH3:6])=[CH:9][C:10]([CH:11]=[O:12])=[C:13]([N+:1]([O-:4])=[O:2])[CH:14]=1)[CH3:18]. Reactant: [N+:1]([O-:4])(O)=[O:2].[CH2:5]([O:7][C:8]1[CH:9]=[C:10]([CH:13]=[CH:14][C:15]=1[O:16][CH2:17][CH3:18])[CH:11]=[O:12])[CH3:6]. (3) Reactant: [S:1]1[C:5]2[CH:6]=[CH:7][CH:8]=[CH:9][C:4]=2[C:3]([N:10]2[CH2:15][CH2:14][N:13]([CH2:16][C@@H:17]3[CH2:22][CH2:21][CH2:20][CH2:19][C@H:18]3[CH2:23][N:24]3[C:32](=[O:33])[C@H:31]4[C@H:26]([C@H:27]5[CH2:34][C@@H:30]4[CH2:29][CH2:28]5)[C:25]3=[O:35])[CH2:12][CH2:11]2)=[N:2]1.[ClH:36].C(OCC)(=[O:39])C. Product: [OH2:33].[OH2:39].[ClH:36].[ClH:36].[S:1]1[C:5]2[CH:6]=[CH:7][CH:8]=[CH:9][C:4]=2[C:3]([N:10]2[CH2:11][CH2:12][N:13]([CH2:16][C@@H:17]3[CH2:22][CH2:21][CH2:20][CH2:19][C@H:18]3[CH2:23][N:24]3[C:25](=[O:35])[C@H:26]4[C@H:31]([C@H:30]5[CH2:34][C@@H:27]4[CH2:28][CH2:29]5)[C:32]3=[O:33])[CH2:14][CH2:15]2)=[N:2]1. The catalyst class is: 2. (4) Reactant: [Cl:1][C:2]1[CH:7]=[CH:6][N:5]=[C:4]2[C:8]([C:11]([NH:13][C@H:14]3[CH2:19][CH2:18][CH2:17][CH2:16][C@@H:15]3[OH:20])=[O:12])=[CH:9][NH:10][C:3]=12.Br[CH2:22][C:23]1[CH:28]=[CH:27][C:26]([O:29][CH3:30])=[CH:25][CH:24]=1.C(=O)([O-])[O-].[Cs+].[Cs+]. Product: [Cl:1][C:2]1[CH:7]=[CH:6][N:5]=[C:4]2[C:8]([C:11]([NH:13][C@H:14]3[CH2:19][CH2:18][CH2:17][CH2:16][C@@H:15]3[OH:20])=[O:12])=[CH:9][N:10]([CH2:22][C:23]3[CH:28]=[CH:27][C:26]([O:29][CH3:30])=[CH:25][CH:24]=3)[C:3]=12. The catalyst class is: 121. (5) Reactant: [Br:1][C:2]1[CH:3]=[C:4]([CH:9]=[C:10](/[CH:13]=C/COC)[C:11]=1[CH3:12])[C:5]([O:7][CH3:8])=[O:6].[O:18]=[O+][O-].C1(P(C2C=CC=CC=2)C2C=CC=CC=2)C=CC=CC=1. Product: [Br:1][C:2]1[CH:3]=[C:4]([CH:9]=[C:10]([CH:13]=[O:18])[C:11]=1[CH3:12])[C:5]([O:7][CH3:8])=[O:6]. The catalyst class is: 4. (6) Reactant: C[Si]([N-][Si](C)(C)C)(C)C.[Li+].Cl[C:12]1[N:17]=[C:16]([Cl:18])[CH:15]=[C:14]([O:19][CH3:20])[N:13]=1.[C:21]([O:24][CH2:25][CH3:26])(=[O:23])[CH3:22]. Product: [CH2:25]([O:24][C:21](=[O:23])[CH2:22][C:12]1[N:17]=[C:16]([Cl:18])[CH:15]=[C:14]([O:19][CH3:20])[N:13]=1)[CH3:26]. The catalyst class is: 1. (7) Reactant: [N:1]1([CH2:6][CH2:7][CH2:8][CH2:9][C:10]2[CH:15]=[CH:14][C:13]([OH:16])=[CH:12][CH:11]=2)[CH:5]=[CH:4][N:3]=[N:2]1.[H-].[Na+].Cl[CH2:20][C:21]1[N:22]=[C:23](/[CH:26]=[CH:27]/[C:28]2[C:33]([F:34])=[CH:32][CH:31]=[CH:30][C:29]=2[F:35])[O:24][CH:25]=1.O. Product: [F:34][C:33]1[CH:32]=[CH:31][CH:30]=[C:29]([F:35])[C:28]=1/[CH:27]=[CH:26]/[C:23]1[O:24][CH:25]=[C:21]([CH2:20][O:16][C:13]2[CH:12]=[CH:11][C:10]([CH2:9][CH2:8][CH2:7][CH2:6][N:1]3[CH:5]=[CH:4][N:3]=[N:2]3)=[CH:15][CH:14]=2)[N:22]=1. The catalyst class is: 3.